This data is from Full USPTO retrosynthesis dataset with 1.9M reactions from patents (1976-2016). The task is: Predict the reactants needed to synthesize the given product. (1) Given the product [Cl:8][C:6]1[CH:5]=[C:4]([O:28][CH:23]([C:18]2[CH:19]=[CH:20][CH:21]=[CH:22][C:17]=2[N:13]2[C:14]([CH3:16])=[CH:15][C:11]([CH3:10])=[N:12]2)[C:24]([F:25])([F:27])[F:26])[N:3]=[C:2]([NH2:1])[N:7]=1, predict the reactants needed to synthesize it. The reactants are: [NH2:1][C:2]1[N:7]=[C:6]([Cl:8])[CH:5]=[C:4](Cl)[N:3]=1.[CH3:10][C:11]1[CH:15]=[C:14]([CH3:16])[N:13]([C:17]2[CH:22]=[CH:21][CH:20]=[CH:19][C:18]=2[CH:23]([OH:28])[C:24]([F:27])([F:26])[F:25])[N:12]=1.[H-].[Na+]. (2) Given the product [Br:1][C:2]1[C:3]([NH:9][C:10]2[CH:11]=[C:12]([CH:15]3[CH2:17][CH2:16]3)[NH:13][N:14]=2)=[N:4][C:5]([NH:27][C@H:25]([C:22]2[CH:21]=[CH:20][C:19]([F:18])=[CH:24][N:23]=2)[CH3:26])=[N:6][CH:7]=1, predict the reactants needed to synthesize it. The reactants are: [Br:1][C:2]1[C:3]([NH:9][C:10]2[NH:14][N:13]=[C:12]([CH:15]3[CH2:17][CH2:16]3)[CH:11]=2)=[N:4][C:5](Cl)=[N:6][CH:7]=1.[F:18][C:19]1[CH:20]=[CH:21][C:22]([C@@H:25]([NH2:27])[CH3:26])=[N:23][CH:24]=1.CCN(C(C)C)C(C)C. (3) Given the product [N:1]1[CH:6]=[CH:5][C:4]([C:7]2[CH:22]=[CH:21][C:10]([CH2:11][N:12]3[CH:17]=[CH:16][CH:15]=[C:14]([O:18][CH3:19])[C:13]3=[S:32])=[CH:9][CH:8]=2)=[CH:3][CH:2]=1, predict the reactants needed to synthesize it. The reactants are: [N:1]1[CH:6]=[CH:5][C:4]([C:7]2[CH:22]=[CH:21][C:10]([CH2:11][N:12]3[CH:17]=[CH:16][CH:15]=[C:14]([O:18][CH3:19])[C:13]3=O)=[CH:9][CH:8]=2)=[CH:3][CH:2]=1.COC1C=CC(P2(SP(C3C=CC(OC)=CC=3)(=S)S2)=[S:32])=CC=1. (4) The reactants are: C([O:3][C:4](=[O:21])[CH:5]([O:19][CH3:20])[CH2:6][C:7]1[CH:12]=[CH:11][C:10]([C:13]#[C:14][CH2:15][CH2:16][CH2:17]Br)=[CH:9][CH:8]=1)C.[OH:22][C:23]1[CH:32]=[C:31]2[C:26]([C:27](=[O:39])[CH:28]=[C:29]([C:33]3[CH:38]=[CH:37][CH:36]=[CH:35][CH:34]=3)[O:30]2)=[CH:25][CH:24]=1. Given the product [CH3:20][O:19][C@@H:5]([CH2:6][C:7]1[CH:8]=[CH:9][C:10]([C:13]#[C:14][CH2:15][CH2:16][CH2:17][O:22][C:23]2[CH:32]=[C:31]3[C:26]([C:27](=[O:39])[CH:28]=[C:29]([C:33]4[CH:38]=[CH:37][CH:36]=[CH:35][CH:34]=4)[O:30]3)=[CH:25][CH:24]=2)=[CH:11][CH:12]=1)[C:4]([OH:3])=[O:21], predict the reactants needed to synthesize it. (5) Given the product [NH2:1][C:2]1[C:10]2[C:5](=[N:6][C:7]([CH3:15])=[CH:8][C:9]=2[C:11]([F:12])([F:13])[F:14])[S:4][C:3]=1[C:16]([NH:61][CH2:60][CH2:59][C:55]1[CH:56]=[CH:57][CH:58]=[C:53]([F:52])[CH:54]=1)=[O:18], predict the reactants needed to synthesize it. The reactants are: [NH2:1][C:2]1[C:10]2[C:5](=[N:6][C:7]([CH3:15])=[CH:8][C:9]=2[C:11]([F:14])([F:13])[F:12])[S:4][C:3]=1[C:16]([OH:18])=O.CN(C(ON1N=NC2C=CC=NC1=2)=[N+](C)C)C.F[P-](F)(F)(F)(F)F.CCN(C(C)C)C(C)C.[F:52][C:53]1[CH:54]=[C:55]([CH2:59][CH2:60][NH2:61])[CH:56]=[CH:57][CH:58]=1. (6) Given the product [OH:5][C:2]([CH3:6])([CH3:1])[C:3]([NH2:4])=[O:8].[C:3]([NH2:4])(=[O:8])[C:2]([CH3:6])=[CH2:1], predict the reactants needed to synthesize it. The reactants are: [CH3:1][C:2]([CH3:6])([OH:5])[C:3]#[N:4].S(=O)(=O)(O)[OH:8]. (7) Given the product [CH2:18]([CH:15]([O:14][C:11]1[CH:10]=[C:9]([C:20](=[CH2:21])[C:75]([NH:54][CH2:55][CH2:56][CH2:57][CH2:58][C:35]2[CH:30]=[C:31]([C:41]([CH3:42])([CH3:44])[CH3:43])[C:32]([OH:40])=[C:33]([C:36]([CH3:37])([CH3:39])[CH3:38])[CH:34]=2)=[O:76])[CH:8]=[C:7]([O:6][CH:3]([CH2:1][CH3:2])[CH2:4][CH3:5])[C:12]=1[OH:13])[CH2:16][CH3:17])[CH3:19], predict the reactants needed to synthesize it. The reactants are: [CH2:1]([CH:3]([O:6][C:7]1[CH:8]=[C:9]([CH:20]=[CH:21]C(O)=O)[CH:10]=[C:11]([O:14][CH:15]([CH2:18][CH3:19])[CH2:16][CH3:17])[C:12]=1[OH:13])[CH2:4][CH3:5])[CH3:2].NCCCC[C:30]1[C:31]([C:41]([CH3:44])([CH3:43])[CH3:42])=[C:32]([OH:40])[C:33]([C:36]([CH3:39])([CH3:38])[CH3:37])=[CH:34][CH:35]=1.F[P-](F)(F)(F)(F)F.N1(O[P+](N(C)C)(N(C)C)N(C)C)[C:56]2[CH:57]=[CH:58]C=C[C:55]=2[N:54]=N1.CN([CH:75]=[O:76])C. (8) Given the product [C:47]12([NH:52][C:43]([C:10]3[N:9]=[C:8]([O:7][CH2:6][C@H:4]4[CH2:5][C@H:3]4[C:1]#[N:2])[N:13]=[C:12]([N:14]4[CH2:19][CH2:18][CH:17]([C:20]5[C:28]6[C:23](=[N:24][CH:25]=[CH:26][C:27]=6[O:29][CH3:30])[NH:22][N:21]=5)[CH2:16][CH2:15]4)[N:11]=3)=[O:44])[CH2:51][CH:49]([CH2:50]1)[CH2:48]2, predict the reactants needed to synthesize it. The reactants are: [C:1]([C@@H:3]1[CH2:5][C@@H:4]1[CH2:6][O:7][C:8]1[N:13]=[C:12]([N:14]2[CH2:19][CH2:18][CH:17]([C:20]3[C:28]4[C:23](=[N:24][CH:25]=[CH:26][C:27]=4[O:29][CH3:30])[NH:22][N:21]=3)[CH2:16][CH2:15]2)[N:11]=[C:10](C(C#N)C#N)[N:9]=1)#[N:2].C1C=C(Cl)C=C([C:43](OO)=[O:44])C=1.[C:47]12([NH2:52])[CH2:51][CH:49]([CH2:50]1)[CH2:48]2. (9) Given the product [CH2:1]([N:3]1[CH:7]=[C:6]([F:12])[N:5]=[C:4]1[C:13]1[C:22]2[C:17](=[CH:18][CH:19]=[CH:20][CH:21]=2)[CH:16]=[CH:15][CH:14]=1)[CH3:2], predict the reactants needed to synthesize it. The reactants are: [CH2:1]([N:3]1[C:7]([Si](C)(C)C)=[C:6]([F:12])[N:5]=[C:4]1[C:13]1[C:22]2[C:17](=[CH:18][CH:19]=[CH:20][CH:21]=2)[CH:16]=[CH:15][CH:14]=1)[CH3:2].O.[F-].C([N+](CCCC)(CCCC)CCCC)CCC. (10) Given the product [CH3:1][O:2][CH2:3][C@H:4]1[N:8]([C:9]([O:11][CH2:12][C:15]2[CH:23]=[CH:22][CH:21]=[CH:20][CH:19]=2)=[O:10])[CH2:7][C@@H:6]([C:16]#[N:28])[CH2:5]1, predict the reactants needed to synthesize it. The reactants are: [CH3:1][O:2][CH2:3][C@H:4]1[N:8]([C:9]([O:11][C:12]([CH3:15])(C)C)=[O:10])[CH2:7][C@@H:6]([C:16](O)=O)[CH2:5]1.[CH2:19](Br)[C:20]1C=C[CH:23]=[CH:22][CH:21]=1.C[N:28](C=O)C.